This data is from Experimentally validated miRNA-target interactions with 360,000+ pairs, plus equal number of negative samples. The task is: Binary Classification. Given a miRNA mature sequence and a target amino acid sequence, predict their likelihood of interaction. (1) The miRNA is hsa-miR-150-5p with sequence UCUCCCAACCCUUGUACCAGUG. The protein sequence of the target gene is MIRNWLTIFILFPLKLVEKCESSVSLTVPPVVKLENGSSTNVSLTLRPPLNATLVITFEITFRSKNITILELPDEVVVPPGVTNSSFQVTSQNVGQLTVYLHGNHSNQTGPRIRFLVIRSSAISIINQVIGWIYFVAWSISFYPQVIMNWRRKSVIGLSFDFVALNLTGFVAYSVFNIGLLWVPYIKEQFLLKYPNGVNPVNSNDVFFSLHAVVLTLIIIVQCCLYERGGQRVSWPAIGFLVLAWLFAFVTMIVAAVGVTTWLQFLFCFSYIKLAVTLVKYFPQAYMNFYYKSTEGWSIG.... Result: 1 (interaction). (2) The miRNA is hsa-miR-500b-3p with sequence GCACCCAGGCAAGGAUUCUG. The protein sequence of the target gene is MFLGALWLLLLLPLRPPGAQGQEADEPTPWPSVKGLKEQLRKAGALSKRYWELFSCTLWPDHCEDQETPVPPLGWSLPLWGRRSLDVLTAWLCRFQDCCSGGGDCRISNNLTGLESDLRVRLHGQHLASKLVLRAVKGYLEMPQVGKALALSFHGWSGTGKNFLARILMDNLYRDGMRSDCVKMFISTFHFPHPKYVDTYKEELQRQMQETQWRCHQSTFVFDEAEKLHPGLLELLEPYLEPRSPEARGVEAPRAIFLFLSNLGGSVINEVVLSLLKAGWSREEITTQHLEVPLQAEIME.... Result: 0 (no interaction).